Task: Predict which catalyst facilitates the given reaction.. Dataset: Catalyst prediction with 721,799 reactions and 888 catalyst types from USPTO (1) Reactant: [CH3:1][Si:2]([CH3:20])([CH3:19])[CH2:3][CH2:4][O:5][CH2:6][O:7][CH2:8][C:9]1[N:10]=[C:11]([C:14](OCC)=[O:15])[S:12][CH:13]=1.O.[NH2:22][NH2:23]. Product: [CH3:1][Si:2]([CH3:20])([CH3:19])[CH2:3][CH2:4][O:5][CH2:6][O:7][CH2:8][C:9]1[N:10]=[C:11]([C:14]([NH:22][NH2:23])=[O:15])[S:12][CH:13]=1. The catalyst class is: 8. (2) Reactant: [NH:1]1[CH:5]=[CH:4][CH:3]=[N:2]1.[C:6]([C:9]1[CH:10]=[CH:11][C:12](Br)=[N:13][CH:14]=1)(=[O:8])[CH3:7].C(=O)([O-])[O-].[K+].[K+].O. Product: [C:6]([C:9]1[CH:10]=[CH:11][C:12]([N:1]2[CH:5]=[CH:4][CH:3]=[N:2]2)=[N:13][CH:14]=1)(=[O:8])[CH3:7]. The catalyst class is: 9. (3) Reactant: [Cl-].[O:2]1[CH2:7][CH2:6][CH:5]([CH2:8][NH:9][C:10]([CH2:12][P+](C2C=CC=CC=2)(C2C=CC=CC=2)C2C=CC=CC=2)=[O:11])[CH2:4][CH2:3]1.[Cl:32][CH2:33][CH2:34][CH2:35][CH2:36][CH:37]=O.O1CCCC1.[H-].[Na+]. Product: [O:2]1[CH2:3][CH2:4][CH:5]([CH2:8][NH:9][C:10](=[O:11])/[CH:12]=[CH:37]/[CH2:36][CH2:35][CH2:34][CH2:33][Cl:32])[CH2:6][CH2:7]1. The catalyst class is: 6. (4) Reactant: [Br:1][C:2]1[C:7]([OH:8])=[CH:6][CH:5]=[CH:4][N:3]=1.C(=O)([O-])[O-].[K+].[K+].S(C1C=CC(C)=CC=1)(O[CH2:19][C@H:20]1[O:22][CH2:21]1)(=O)=O. Product: [Br:1][C:2]1[C:7]([O:8][CH2:19][CH:20]2[CH2:21][O:22]2)=[CH:6][CH:5]=[CH:4][N:3]=1. The catalyst class is: 9. (5) Reactant: [CH3:1][O:2][C:3]1[CH:4]=[C:5]([CH2:20][C:21]([OH:23])=O)[CH:6]=[CH:7][C:8]=1[NH:9][C:10]([NH:12][C:13]1[CH:18]=[CH:17][CH:16]=[CH:15][C:14]=1[CH3:19])=[O:11].[CH3:24][O:25][C:26]([C:28]1[CH:29]=[CH:30][C:31]([O:34][CH2:35][C@@H:36]2[CH2:40][C@H:39]([O:41][C:42]3[CH:51]=[CH:50][C:49]4[C:44](=[CH:45][CH:46]=[CH:47][CH:48]=4)[CH:43]=3)[CH2:38][NH:37]2)=[N:32][CH:33]=1)=[O:27].CCN=C=NCCCN(C)C.Cl. Product: [CH3:24][O:25][C:26]([C:28]1[CH:29]=[CH:30][C:31]([O:34][CH2:35][C@@H:36]2[CH2:40][C@H:39]([O:41][C:42]3[CH:51]=[CH:50][C:49]4[C:44](=[CH:45][CH:46]=[CH:47][CH:48]=4)[CH:43]=3)[CH2:38][N:37]2[C:21](=[O:23])[CH2:20][C:5]2[CH:6]=[CH:7][C:8]([NH:9][C:10]([NH:12][C:13]3[CH:18]=[CH:17][CH:16]=[CH:15][C:14]=3[CH3:19])=[O:11])=[C:3]([O:2][CH3:1])[CH:4]=2)=[N:32][CH:33]=1)=[O:27]. The catalyst class is: 241. (6) Reactant: [NH2:1][N:2]1[C:11]2[C:6](=[CH:7][CH:8]=[CH:9][CH:10]=2)[C:5]([OH:12])=[C:4]([C:13]2[NH:18][C:17]3[CH:19]=[CH:20][C:21]([O:23][CH2:24][C:25]4[CH:30]=[CH:29][CH:28]=[CH:27][CH:26]=4)=[CH:22][C:16]=3[S:15](=[O:32])(=[O:31])[N:14]=2)[C:3]1=[O:33]. Product: [CH2:24]([O:23][C:21]1[CH:20]=[CH:19][C:17]2[NH:18][C:13]([C:4]3[C:3](=[O:33])[N:2]([N:1]=[CH:3][CH:4]([CH3:13])[CH3:5])[C:11]4[C:6]([C:5]=3[OH:12])=[CH:7][CH:8]=[CH:9][CH:10]=4)=[N:14][S:15](=[O:32])(=[O:31])[C:16]=2[CH:22]=1)[C:25]1[CH:26]=[CH:27][CH:28]=[CH:29][CH:30]=1. The catalyst class is: 80. (7) Reactant: [N:1]([C@H:4]1[CH2:8][N:7]([C:9]([O:11][C:12]([CH3:15])([CH3:14])[CH3:13])=[O:10])[C@@H:6]([CH3:16])[CH2:5]1)=[N+]=[N-].[F:17][C:18]([F:33])([F:32])[C:19]1[CH:20]=[C:21]([CH:29]=[CH:30][CH:31]=1)[C:22]([NH:24][CH2:25][C:26](O)=[O:27])=[O:23].C(N(CC)CC)C.C(Cl)CCl. Product: [CH3:16][C@H:6]1[CH2:5][C@@H:4]([NH:1][C:26](=[O:27])[CH2:25][NH:24][C:22](=[O:23])[C:21]2[CH:29]=[CH:30][CH:31]=[C:19]([C:18]([F:17])([F:33])[F:32])[CH:20]=2)[CH2:8][N:7]1[C:9]([O:11][C:12]([CH3:15])([CH3:14])[CH3:13])=[O:10]. The catalyst class is: 2. (8) Reactant: C([N:8](C(OC(C)(C)C)=O)[C@H:9]1[CH2:13][C@@H:12]([N:14]2[CH:22]=[N:21][C:20]3[C:15]2=[N:16][C:17]([Cl:24])=[N:18][C:19]=3[Cl:23])[C@H:11]([OH:25])[C@@H:10]1[OH:26])(OC(C)(C)C)=O.[C:34]([OH:40])([C:36]([F:39])([F:38])[F:37])=[O:35]. Product: [F:37][C:36]([F:39])([F:38])[C:34]([OH:40])=[O:35].[NH2:8][C@H:9]1[CH2:13][C@@H:12]([N:14]2[CH:22]=[N:21][C:20]3[C:15]2=[N:16][C:17]([Cl:24])=[N:18][C:19]=3[Cl:23])[C@H:11]([OH:25])[C@@H:10]1[OH:26]. The catalyst class is: 2. (9) The catalyst class is: 7. Product: [Si:6]([O:42][CH2:41][CH2:40][NH:39][C:35]1[CH:34]=[C:33]([CH:38]=[CH:37][CH:36]=1)[CH2:32][N:26]1[C:25](=[O:43])[C:24]2[C:28](=[CH:29][CH:30]=[CH:31][C:23]=2[NH:22][C:20]([C:18]2[S:19][C:15]([Cl:14])=[CH:16][CH:17]=2)=[O:21])[CH2:27]1)([C:9]([CH3:12])([CH3:11])[CH3:10])([CH3:8])[CH3:7]. Reactant: N1C=CN=C1.[Si:6](Cl)([C:9]([CH3:12])([CH3:11])[CH3:10])([CH3:8])[CH3:7].[Cl:14][C:15]1[S:19][C:18]([C:20]([NH:22][C:23]2[CH:31]=[CH:30][CH:29]=[C:28]3[C:24]=2[C:25](=[O:43])[N:26]([CH2:32][C:33]2[CH:38]=[CH:37][CH:36]=[C:35]([NH:39][CH2:40][CH2:41][OH:42])[CH:34]=2)[CH2:27]3)=[O:21])=[CH:17][CH:16]=1.O.ClCCl.